From a dataset of Full USPTO retrosynthesis dataset with 1.9M reactions from patents (1976-2016). Predict the reactants needed to synthesize the given product. (1) The reactants are: [C:1]([O:4][CH2:5][CH2:6][NH:7][C:8](=[O:22])[C@@H:9]([NH2:21])[CH2:10][C:11]1[CH:16]=[CH:15][C:14]([O:17][CH:18]([F:20])[F:19])=[CH:13][CH:12]=1)(=[O:3])[CH3:2].[CH:23]1([CH2:26][O:27][C:28]2[CH:36]=[CH:35][C:31]([C:32](O)=[O:33])=[CH:30][CH:29]=2)[CH2:25][CH2:24]1. Given the product [C:1]([O:4][CH2:5][CH2:6][NH:7][C:8](=[O:22])[C@@H:9]([NH:21][C:32](=[O:33])[C:31]1[CH:30]=[CH:29][C:28]([O:27][CH2:26][CH:23]2[CH2:24][CH2:25]2)=[CH:36][CH:35]=1)[CH2:10][C:11]1[CH:12]=[CH:13][C:14]([O:17][CH:18]([F:19])[F:20])=[CH:15][CH:16]=1)(=[O:3])[CH3:2], predict the reactants needed to synthesize it. (2) Given the product [NH2:1][C:2]1[N:7]=[C:6]([O:28][CH2:27][C:21]2[C:20]([CH3:19])=[CH:25][C:24]([CH3:26])=[CH:23][N:22]=2)[C:5]([C:11]#[N:12])=[C:4]([C:13]2[CH:18]=[CH:17][CH:16]=[CH:15][N:14]=2)[N:3]=1, predict the reactants needed to synthesize it. The reactants are: [NH2:1][C:2]1[N:7]=[C:6](S(C)=O)[C:5]([C:11]#[N:12])=[C:4]([C:13]2[CH:18]=[CH:17][CH:16]=[CH:15][N:14]=2)[N:3]=1.[CH3:19][C:20]1[C:21]([CH2:27][OH:28])=[N:22][CH:23]=[C:24]([CH3:26])[CH:25]=1.C1CCN2C(=NCCC2)CC1. (3) Given the product [Cl:22][C:21]1[C:16]2[N:15]=[C:14]3[N:8]([C:5]4[N:6]=[CH:7][C:2]([C:29]#[N:30])=[CH:3][C:4]=4[CH3:28])[CH2:9][CH2:10][CH2:11][CH2:12][N:13]3[C:17]=2[C:18]([CH:23]([CH2:26][CH3:27])[CH2:24][CH3:25])=[CH:19][CH:20]=1, predict the reactants needed to synthesize it. The reactants are: Br[C:2]1[CH:3]=[C:4]([CH3:28])[C:5]([N:8]2[C:14]3=[N:15][C:16]4[C:21]([Cl:22])=[CH:20][CH:19]=[C:18]([CH:23]([CH2:26][CH3:27])[CH2:24][CH3:25])[C:17]=4[N:13]3[CH2:12][CH2:11][CH2:10][CH2:9]2)=[N:6][CH:7]=1.[CH3:29][N:30]1CCCC1=O.